This data is from NCI-60 drug combinations with 297,098 pairs across 59 cell lines. The task is: Regression. Given two drug SMILES strings and cell line genomic features, predict the synergy score measuring deviation from expected non-interaction effect. (1) Drug 1: CC12CCC3C(C1CCC2=O)CC(=C)C4=CC(=O)C=CC34C. Drug 2: C1=CC(=C2C(=C1NCCNCCO)C(=O)C3=C(C=CC(=C3C2=O)O)O)NCCNCCO. Cell line: OVCAR-5. Synergy scores: CSS=62.7, Synergy_ZIP=5.32, Synergy_Bliss=5.49, Synergy_Loewe=-2.92, Synergy_HSA=8.83. (2) Drug 1: C1CN1P(=S)(N2CC2)N3CC3. Drug 2: C1=NC(=NC(=O)N1C2C(C(C(O2)CO)O)O)N. Cell line: UO-31. Synergy scores: CSS=35.1, Synergy_ZIP=-9.23, Synergy_Bliss=-2.01, Synergy_Loewe=-10.7, Synergy_HSA=-1.49. (3) Drug 1: C1=CC(=CC=C1C#N)C(C2=CC=C(C=C2)C#N)N3C=NC=N3. Drug 2: CCC(=C(C1=CC=CC=C1)C2=CC=C(C=C2)OCCN(C)C)C3=CC=CC=C3.C(C(=O)O)C(CC(=O)O)(C(=O)O)O. Cell line: A549. Synergy scores: CSS=1.38, Synergy_ZIP=-1.32, Synergy_Bliss=-3.10, Synergy_Loewe=-8.65, Synergy_HSA=-8.48. (4) Drug 1: C1=NC2=C(N1)C(=S)N=C(N2)N. Drug 2: CC(C)CN1C=NC2=C1C3=CC=CC=C3N=C2N. Cell line: HL-60(TB). Synergy scores: CSS=59.4, Synergy_ZIP=9.84, Synergy_Bliss=9.14, Synergy_Loewe=3.86, Synergy_HSA=8.29. (5) Synergy scores: CSS=-5.91, Synergy_ZIP=4.98, Synergy_Bliss=3.84, Synergy_Loewe=-5.16, Synergy_HSA=-9.88. Cell line: SK-MEL-2. Drug 1: C1=C(C(=O)NC(=O)N1)F. Drug 2: CC1=C(C(=CC=C1)Cl)NC(=O)C2=CN=C(S2)NC3=CC(=NC(=N3)C)N4CCN(CC4)CCO. (6) Synergy scores: CSS=-8.17, Synergy_ZIP=-12.7, Synergy_Bliss=-33.4, Synergy_Loewe=-56.8, Synergy_HSA=-34.9. Cell line: COLO 205. Drug 1: CN(C(=O)NC(C=O)C(C(C(CO)O)O)O)N=O. Drug 2: C1CCC(C(C1)N)N.C(=O)(C(=O)[O-])[O-].[Pt+4].